This data is from Full USPTO retrosynthesis dataset with 1.9M reactions from patents (1976-2016). The task is: Predict the reactants needed to synthesize the given product. (1) Given the product [F:12][C:9]1[CH:10]=[C:11]2[C:6](=[CH:7][CH:8]=1)[N:5]=[CH:4][CH:3]=[C:2]2[N:13]1[CH2:18][CH2:17][CH:16]([CH:19]([CH2:25][CH3:26])[C:20]([O:22][CH2:23][CH3:24])=[O:21])[CH2:15][CH2:14]1, predict the reactants needed to synthesize it. The reactants are: Cl[C:2]1[C:11]2[C:6](=[CH:7][CH:8]=[C:9]([F:12])[CH:10]=2)[N:5]=[CH:4][CH:3]=1.[NH:13]1[CH2:18][CH2:17][CH:16]([CH:19]([CH2:25][CH3:26])[C:20]([O:22][CH2:23][CH3:24])=[O:21])[CH2:15][CH2:14]1.CCN(C(C)C)C(C)C. (2) Given the product [OH:48][CH:49]1[CH2:50][O:51][C:44]([CH3:52])([CH3:43])[O:45][CH2:46][CH:47]1[N:13]1[CH2:14][CH2:15][N:16]([S:32]([C:35]2[CH:36]=[CH:37][C:38]([CH3:41])=[CH:39][CH:40]=2)(=[O:34])=[O:33])[CH2:17][CH2:18][N:19]([S:22]([C:25]2[CH:26]=[CH:27][C:28]([CH3:31])=[CH:29][CH:30]=2)(=[O:24])=[O:23])[CH2:20][CH2:21][N:10]([S:7]([C:4]2[CH:3]=[CH:2][C:1]([CH3:42])=[CH:6][CH:5]=2)(=[O:9])=[O:8])[CH2:11][CH2:12]1, predict the reactants needed to synthesize it. The reactants are: [C:1]1([CH3:42])[CH:6]=[CH:5][C:4]([S:7]([N:10]2[CH2:21][CH2:20][N:19]([S:22]([C:25]3[CH:30]=[CH:29][C:28]([CH3:31])=[CH:27][CH:26]=3)(=[O:24])=[O:23])[CH2:18][CH2:17][N:16]([S:32]([C:35]3[CH:40]=[CH:39][C:38]([CH3:41])=[CH:37][CH:36]=3)(=[O:34])=[O:33])[CH2:15][CH2:14][NH:13][CH2:12][CH2:11]2)(=[O:9])=[O:8])=[CH:3][CH:2]=1.[CH3:43][C:44]1([CH3:52])[O:51][CH2:50][CH:49]2[CH:47]([O:48]2)[CH2:46][O:45]1. (3) Given the product [CH2:13]([O:20][C:21]1[CH:28]=[CH:27][C:24]([C:25]#[N:26])=[C:23]2[C:22]=1[NH:29][CH2:9][C:8]2([CH2:11][CH3:12])[CH2:6][CH3:7])[C:14]1[CH:19]=[CH:18][CH:17]=[CH:16][CH:15]=1, predict the reactants needed to synthesize it. The reactants are: S(=O)(=O)(O)O.[CH2:6]([CH:8]([CH2:11][CH3:12])[CH:9]=O)[CH3:7].[CH2:13]([O:20][C:21]1[CH:28]=[CH:27][C:24]([C:25]#[N:26])=[CH:23][C:22]=1[NH:29]N)[C:14]1[CH:19]=[CH:18][CH:17]=[CH:16][CH:15]=1.[BH4-].[Na+]. (4) Given the product [NH2:28][C:8]([CH3:27])([CH2:1][C:2]1[CH:3]=[CH:4][CH:5]=[CH:6][CH:7]=1)[CH2:9][O:10][CH2:11][C:12]1[CH:13]=[C:14]([NH:41][CH2:40][CH:38]2[CH2:39][CH:37]2[CH3:36])[N:15]=[C:16]([N:18]([CH2:19][CH2:20][CH3:21])[S:22]([CH3:25])(=[O:23])=[O:24])[CH:17]=1, predict the reactants needed to synthesize it. The reactants are: [CH2:1]([C:8]([NH:28]C(=O)OC(C)(C)C)([CH3:27])[CH2:9][O:10][CH2:11][C:12]1[CH:17]=[C:16]([N:18]([S:22]([CH3:25])(=[O:24])=[O:23])[CH2:19][CH2:20][CH3:21])[N:15]=[C:14](Cl)[CH:13]=1)[C:2]1[CH:7]=[CH:6][CH:5]=[CH:4][CH:3]=1.[CH3:36][CH:37]1[CH2:39][CH:38]1[CH2:40][NH2:41].C(O)(C(F)(F)F)=O.C(NS(C)(=O)=O)CC. (5) Given the product [CH:2]1([CH2:5][O:6][C:7]2[CH:12]=[CH:11][C:10]([CH2:13][CH3:14])=[CH:9][C:8]=2[C:15]2[C:16]3[NH:23][C:22]([CH3:24])=[C:21]([C:25]([NH:27][CH:28]4[CH2:29][CH2:30][N:31]([C:38](=[O:37])[CH2:39][OH:40])[CH2:32][CH2:33]4)=[O:26])[C:17]=3[N:18]=[CH:19][N:20]=2)[CH2:4][CH2:3]1, predict the reactants needed to synthesize it. The reactants are: Cl.[CH:2]1([CH2:5][O:6][C:7]2[CH:12]=[CH:11][C:10]([CH2:13][CH3:14])=[CH:9][C:8]=2[C:15]2[C:16]3[NH:23][C:22]([CH3:24])=[C:21]([C:25]([NH:27][CH:28]4[CH2:33][CH2:32][NH:31][CH2:30][CH2:29]4)=[O:26])[C:17]=3[N:18]=[CH:19][N:20]=2)[CH2:4][CH2:3]1.C([O:37][CH2:38][C:39](Cl)=[O:40])(=O)C.